This data is from NCI-60 drug combinations with 297,098 pairs across 59 cell lines. The task is: Regression. Given two drug SMILES strings and cell line genomic features, predict the synergy score measuring deviation from expected non-interaction effect. Drug 2: C1=CC=C(C(=C1)C(C2=CC=C(C=C2)Cl)C(Cl)Cl)Cl. Cell line: CCRF-CEM. Drug 1: CC1C(C(CC(O1)OC2CC(OC(C2O)C)OC3=CC4=CC5=C(C(=O)C(C(C5)C(C(=O)C(C(C)O)O)OC)OC6CC(C(C(O6)C)O)OC7CC(C(C(O7)C)O)OC8CC(C(C(O8)C)O)(C)O)C(=C4C(=C3C)O)O)O)O. Synergy scores: CSS=62.3, Synergy_ZIP=2.22, Synergy_Bliss=4.03, Synergy_Loewe=-10.0, Synergy_HSA=1.84.